This data is from Forward reaction prediction with 1.9M reactions from USPTO patents (1976-2016). The task is: Predict the product of the given reaction. (1) Given the reactants [Cl:1][C:2]1[CH:7]=[CH:6][N:5]=[C:4]2[N:8]([Si](C(C)C)(C(C)C)C(C)C)[CH:9]=[CH:10][C:3]=12.C([Li])(CC)C.Cl[C:27]([O:29][CH2:30][C:31]1[CH:36]=[CH:35][CH:34]=[CH:33][CH:32]=1)=[O:28].[Cl-].[NH4+], predict the reaction product. The product is: [Cl:1][C:2]1[C:7]([C:27]([O:29][CH2:30][C:31]2[CH:36]=[CH:35][CH:34]=[CH:33][CH:32]=2)=[O:28])=[CH:6][N:5]=[C:4]2[NH:8][CH:9]=[CH:10][C:3]=12. (2) The product is: [Cl:4][C:23]1[C:19]([O:18][C:8]2[C:7]([Cl:6])=[CH:12][C:11]([C:13]([F:16])([F:14])[F:15])=[CH:10][C:9]=2[Cl:17])=[N:20][NH:21][C:22]=1[CH3:24]. Given the reactants S(Cl)([Cl:4])(=O)=O.[Cl:6][C:7]1[CH:12]=[C:11]([C:13]([F:16])([F:15])[F:14])[CH:10]=[C:9]([Cl:17])[C:8]=1[O:18][C:19]1[CH:23]=[C:22]([CH3:24])[NH:21][N:20]=1, predict the reaction product. (3) Given the reactants Br[C:2]1[CH:3]=[C:4]([C:8]2([C:20]3[CH:25]=[CH:24][C:23]([O:26][CH3:27])=[CH:22][CH:21]=3)[C:12]3=[N:13][CH2:14][C:15]([F:18])([F:17])[CH2:16][N:11]3[C:10]([NH2:19])=[N:9]2)[CH:5]=[CH:6][CH:7]=1.[N:28]1[CH:33]=[C:32](B(O)O)[CH:31]=[N:30][CH:29]=1, predict the reaction product. The product is: [F:17][C:15]1([F:18])[CH2:16][N:11]2[C:10]([NH2:19])=[N:9][C:8]([C:20]3[CH:25]=[CH:24][C:23]([O:26][CH3:27])=[CH:22][CH:21]=3)([C:4]3[CH:5]=[CH:6][CH:7]=[C:2]([C:32]4[CH:33]=[N:28][CH:29]=[N:30][CH:31]=4)[CH:3]=3)[C:12]2=[N:13][CH2:14]1. (4) Given the reactants FC(F)(F)C(O)=O.[CH2:8]([O:15][C:16]1[CH:40]=[CH:39][C:38]([CH:41]2[CH2:46][CH2:45][N:44](C(OC(C)(C)C)=O)[CH2:43][CH2:42]2)=[CH:37][C:17]=1[C:18]([NH:20][C:21]1[CH:30]=[C:29]([C:31]2[CH:36]=[CH:35][CH:34]=[CH:33][CH:32]=2)[CH:28]=[CH:27][C:22]=1[C:23]([O:25][CH3:26])=[O:24])=[O:19])[C:9]1[CH:14]=[CH:13][CH:12]=[CH:11][CH:10]=1, predict the reaction product. The product is: [CH2:8]([O:15][C:16]1[CH:40]=[CH:39][C:38]([CH:41]2[CH2:42][CH2:43][NH:44][CH2:45][CH2:46]2)=[CH:37][C:17]=1[C:18]([NH:20][C:21]1[CH:30]=[C:29]([C:31]2[CH:36]=[CH:35][CH:34]=[CH:33][CH:32]=2)[CH:28]=[CH:27][C:22]=1[C:23]([O:25][CH3:26])=[O:24])=[O:19])[C:9]1[CH:10]=[CH:11][CH:12]=[CH:13][CH:14]=1. (5) The product is: [C:22]([O:26][C:27]([N:14]1[CH2:13][CH2:12][CH:11]([NH:10][C:8](=[O:9])[C:7]2[CH:17]=[C:18]([O:20][CH3:21])[CH:19]=[C:5]([O:4][CH2:3][C:1]#[N:2])[CH:6]=2)[CH2:16][CH2:15]1)=[O:28])([CH3:25])([CH3:24])[CH3:23]. Given the reactants [C:1]([CH2:3][O:4][C:5]1[CH:6]=[C:7]([CH:17]=[C:18]([O:20][CH3:21])[CH:19]=1)[C:8]([NH:10][CH:11]1[CH2:16][CH2:15][NH:14][CH2:13][CH2:12]1)=[O:9])#[N:2].[C:22]([O:26][C:27](N1CCC(NC(=O)C2C=C(OC)C=C(O)C=2)CC1)=[O:28])([CH3:25])([CH3:24])[CH3:23].BrCC#N.C(=O)([O-])[O-].[K+].[K+], predict the reaction product. (6) Given the reactants [Cl:1][C:2]1[N:7]=[C:6](Cl)[CH:5]=[CH:4][N:3]=1.[C:9]([O:13][C:14](=[O:19])[NH:15][CH2:16][CH2:17][NH2:18])([CH3:12])([CH3:11])[CH3:10], predict the reaction product. The product is: [C:9]([O:13][C:14](=[O:19])[NH:15][CH2:16][CH2:17][NH:18][C:6]1[CH:5]=[CH:4][N:3]=[C:2]([Cl:1])[N:7]=1)([CH3:12])([CH3:10])[CH3:11]. (7) Given the reactants [Cl:1][C:2]1[CH:11]=[CH:10][C:9]([CH2:12][N:13]([CH2:16][CH3:17])[CH2:14][CH3:15])=[CH:8][C:3]=1[C:4](OC)=[O:5].[H-].C([Al+]CC(C)C)C(C)C.[C@H](O)(C([O-])=O)[C@@H](O)C([O-])=O.[Na+].[K+].ClCCl, predict the reaction product. The product is: [Cl:1][C:2]1[CH:11]=[CH:10][C:9]([CH2:12][N:13]([CH2:14][CH3:15])[CH2:16][CH3:17])=[CH:8][C:3]=1[CH2:4][OH:5].